Predict the reactants needed to synthesize the given product. From a dataset of Full USPTO retrosynthesis dataset with 1.9M reactions from patents (1976-2016). (1) Given the product [C:24]([N:10]1[C:11]2[C:6](=[CH:5][C:4]([C:22]#[N:23])=[CH:3][C:2]=2[Cl:1])[CH2:7][CH:8]([NH:12][S:13]([C:16]2[CH:21]=[CH:20][CH:19]=[CH:18][CH:17]=2)(=[O:15])=[O:14])[CH2:9]1)(=[O:31])[C:25]1[CH:30]=[CH:29][CH:28]=[CH:27][CH:26]=1, predict the reactants needed to synthesize it. The reactants are: [Cl:1][C:2]1[CH:3]=[C:4]([C:22]#[N:23])[CH:5]=[C:6]2[C:11]=1[NH:10][CH2:9][CH:8]([NH:12][S:13]([C:16]1[CH:21]=[CH:20][CH:19]=[CH:18][CH:17]=1)(=[O:15])=[O:14])[CH2:7]2.[C:24](Cl)(=[O:31])[C:25]1[CH:30]=[CH:29][CH:28]=[CH:27][CH:26]=1. (2) The reactants are: [Br:1][C:2]1[N:3]=[C:4]2[C:10]([C:11]([OH:13])=O)=[CH:9][N:8]([CH2:14][O:15][CH2:16][CH2:17][Si:18]([CH3:21])([CH3:20])[CH3:19])[C:5]2=[N:6][CH:7]=1.FC(F)(F)C(O)=O.[NH2:29][C@H:30]([C:41]([CH3:44])([CH3:43])[CH3:42])[C:31]([N:33]1[CH2:38][CH2:37][CH:36]([C:39]#[N:40])[CH2:35][CH2:34]1)=[O:32].C(Cl)CCl.C1C=CC2N(O)N=NC=2C=1.CCN(C(C)C)C(C)C. Given the product [C:39]([CH:36]1[CH2:37][CH2:38][N:33]([C:31]([C@H:30]([NH:29][C:11]([C:10]2[C:4]3[C:5](=[N:6][CH:7]=[C:2]([Br:1])[N:3]=3)[N:8]([CH2:14][O:15][CH2:16][CH2:17][Si:18]([CH3:21])([CH3:20])[CH3:19])[CH:9]=2)=[O:13])[C:41]([CH3:43])([CH3:42])[CH3:44])=[O:32])[CH2:34][CH2:35]1)#[N:40], predict the reactants needed to synthesize it. (3) The reactants are: Cl[C:2]1[CH:7]=[CH:6][N:5]=[C:4]2[O:8][C:9]([C:19]3[CH:24]=[CH:23][CH:22]=[CH:21][CH:20]=3)=[C:10]([C:11]3[CH:16]=[CH:15][C:14]([CH2:17][CH3:18])=[CH:13][CH:12]=3)[C:3]=12.[OH:25][CH:26]([CH3:38])[CH2:27][CH2:28][CH2:29][CH2:30][C:31]([O:33][C:34]([CH3:37])([CH3:36])[CH3:35])=[O:32].O.Cl. Given the product [CH2:17]([C:14]1[CH:15]=[CH:16][C:11]([C:10]2[C:3]3[C:4](=[N:5][CH:6]=[CH:7][C:2]=3[O:25][C@H:26]([CH3:38])[CH2:27][CH2:28][CH2:29][CH2:30][C:31]([O:33][C:34]([CH3:37])([CH3:36])[CH3:35])=[O:32])[O:8][C:9]=2[C:19]2[CH:24]=[CH:23][CH:22]=[CH:21][CH:20]=2)=[CH:12][CH:13]=1)[CH3:18], predict the reactants needed to synthesize it. (4) Given the product [Br:33][C:34]1[N:35]=[C:36](/[CH:43]=[CH:12]/[C:10]2[N:11]=[C:7]3[C:6]([CH3:32])=[N:5][CH:4]=[C:3]([CH3:2])[N:8]3[N:9]=2)[N:37]([CH2:39][CH:40]2[CH2:41][CH2:42]2)[CH:38]=1, predict the reactants needed to synthesize it. The reactants are: [Cl-].[CH3:2][C:3]1[N:8]2[N:9]=[C:10]([CH2:12][P+](C3C=CC=CC=3)(C3C=CC=CC=3)C3C=CC=CC=3)[N:11]=[C:7]2[C:6]([CH3:32])=[N:5][CH:4]=1.[Br:33][C:34]1[N:35]=[C:36]([CH:43]=O)[N:37]([CH2:39][CH:40]2[CH2:42][CH2:41]2)[CH:38]=1. (5) Given the product [Br:1][CH2:2][C:3]1[CH:10]=[CH:9][C:6]([C:7]([NH2:8])=[O:11])=[CH:5][CH:4]=1, predict the reactants needed to synthesize it. The reactants are: [Br:1][CH2:2][C:3]1[CH:10]=[CH:9][C:6]([C:7]#[N:8])=[CH:5][CH:4]=1.[OH:11]S(O)(=O)=O. (6) Given the product [NH:13]([C:2]1[NH:11][C:10](=[O:12])[C:9]2[C:4](=[CH:5][CH:6]=[CH:7][CH:8]=2)[N:3]=1)[NH2:14], predict the reactants needed to synthesize it. The reactants are: Cl[C:2]1[NH:11][C:10](=[O:12])[C:9]2[C:4](=[CH:5][CH:6]=[CH:7][CH:8]=2)[N:3]=1.[NH2:13][NH2:14].C(O)(=O)C.